Dataset: Forward reaction prediction with 1.9M reactions from USPTO patents (1976-2016). Task: Predict the product of the given reaction. Given the reactants [F:1][C:2]1[CH:7]=[C:6]([B:8]2[O:12][C:11]([CH3:14])([CH3:13])[C:10]([CH3:16])([CH3:15])[O:9]2)[CH:5]=[C:4]([F:17])[C:3]=1[OH:18].C([O-])([O-])=O.[Cs+].[Cs+].[CH2:25]([O:27][C:28](=[O:33])[CH2:29][CH2:30][CH2:31]Br)[CH3:26], predict the reaction product. The product is: [CH2:25]([O:27][C:28](=[O:33])[CH2:29][CH2:30][CH2:31][O:18][C:3]1[C:4]([F:17])=[CH:5][C:6]([B:8]2[O:12][C:11]([CH3:13])([CH3:14])[C:10]([CH3:16])([CH3:15])[O:9]2)=[CH:7][C:2]=1[F:1])[CH3:26].